This data is from Full USPTO retrosynthesis dataset with 1.9M reactions from patents (1976-2016). The task is: Predict the reactants needed to synthesize the given product. (1) Given the product [CH2:1]([O:3][C:4](=[O:21])[C:5]1[CH:10]=[CH:9][N:8]=[C:7]([C:11]2[CH:12]=[C:13]3[C:17](=[C:18]([C:23]#[N:24])[CH:19]=2)[NH:16][CH:15]=[CH:14]3)[CH:6]=1)[CH3:2], predict the reactants needed to synthesize it. The reactants are: [CH2:1]([O:3][C:4](=[O:21])[C:5]1[CH:10]=[CH:9][N:8]=[C:7]([C:11]2[CH:12]=[C:13]3[C:17](=[C:18](Br)[CH:19]=2)[NH:16][CH:15]=[CH:14]3)[CH:6]=1)[CH3:2].O.[CH3:23][N:24]1CCCC1=O. (2) The reactants are: [CH3:1][C:2]1[C:3]([CH2:9][N:10]([CH2:17][C:18]2[C:27]3[C:22](=[CH:23][CH:24]=[CH:25][CH:26]=3)[CH:21]=[CH:20][N:19]=2)[CH:11]2[CH2:16][CH2:15][NH:14][CH2:13][CH2:12]2)=[N:4][CH:5]=[C:6]([CH3:8])[CH:7]=1.[O:28]([C:35]([NH:37][OH:38])=O)C1C=CC=CC=1. Given the product [OH:38][NH:37][C:35]([N:14]1[CH2:15][CH2:16][CH:11]([N:10]([CH2:9][C:3]2[C:2]([CH3:1])=[CH:7][C:6]([CH3:8])=[CH:5][N:4]=2)[CH2:17][C:18]2[C:27]3[C:22](=[CH:23][CH:24]=[CH:25][CH:26]=3)[CH:21]=[CH:20][N:19]=2)[CH2:12][CH2:13]1)=[O:28], predict the reactants needed to synthesize it. (3) Given the product [CH:28]1([CH2:27][CH:15]([CH2:16][N:17]([CH:18]=[O:19])[O:20][CH:21]2[CH2:26][CH2:25][CH2:24][CH2:23][O:22]2)[C:14]([OH:33])=[O:37])[CH2:29][CH2:30][CH2:31][CH2:32]1, predict the reactants needed to synthesize it. The reactants are: C(C1COC(=O)N1[C:14](=[O:33])[CH:15]([CH2:27][CH:28]1[CH2:32][CH2:31][CH2:30][CH2:29]1)[CH2:16][N:17]([O:20][CH:21]1[CH2:26][CH2:25][CH2:24][CH2:23][O:22]1)[CH:18]=[O:19])C1C=CC=CC=1.C1C[O:37]CC1.O.OO. (4) Given the product [O:19]1[CH2:20][CH2:21][O:22][CH2:23][CH:18]1[C:17]1[C:11]2[S:10][C:9]([NH:8][C:6](=[O:7])[C:5]3[CH:26]=[CH:27][N:28]=[C:3]([CH2:2][O:31][CH2:30][CH3:29])[CH:4]=3)=[N:13][C:12]=2[C:14]([O:24][CH3:25])=[CH:15][CH:16]=1, predict the reactants needed to synthesize it. The reactants are: Cl[CH2:2][C:3]1[CH:4]=[C:5]([CH:26]=[CH:27][N:28]=1)[C:6]([NH:8][C:9]1[S:10][C:11]2[C:17]([CH:18]3[CH2:23][O:22][CH2:21][CH2:20][O:19]3)=[CH:16][CH:15]=[C:14]([O:24][CH3:25])[C:12]=2[N:13]=1)=[O:7].[CH3:29][CH2:30][O-:31].[Na+]. (5) The reactants are: Br[C:2]1[CH:24]=[N:23][C:5]2[N:6]([CH2:15][O:16][CH2:17][CH2:18][Si:19]([CH3:22])([CH3:21])[CH3:20])[C:7]3[CH:12]=[N:11][C:10]([C:13]#[N:14])=[CH:9][C:8]=3[C:4]=2[CH:3]=1.[OH:25][CH2:26][C:27]1[CH:32]=[CH:31][C:30](B(O)O)=[CH:29][CH:28]=1. Given the product [OH:25][CH2:26][C:27]1[CH:32]=[CH:31][C:30]([C:24]2[CH:2]=[CH:3][C:4]3[C:8]4[CH:9]=[C:10]([C:13]#[N:14])[N:11]=[CH:12][C:7]=4[N:6]([CH2:15][O:16][CH2:17][CH2:18][Si:19]([CH3:22])([CH3:21])[CH3:20])[C:5]=3[N:23]=2)=[CH:29][CH:28]=1, predict the reactants needed to synthesize it. (6) Given the product [NH2:7][CH:8]1[CH2:9][CH2:10][N:11]([C:14](=[O:45])[CH:15]([N:22]2[C:26]3[CH:27]=[C:28]([C:31]#[N:32])[CH:29]=[CH:30][C:25]=3[N:24]([S:33]([C:36]3[CH:37]=[CH:38][C:39]([O:42][CH3:43])=[CH:40][CH:41]=3)(=[O:34])=[O:35])[C:23]2=[O:44])[C:16]2[CH:21]=[CH:20][CH:19]=[CH:18][CH:17]=2)[CH2:12][CH2:13]1, predict the reactants needed to synthesize it. The reactants are: C(OC(=O)[NH:7][CH:8]1[CH2:13][CH2:12][N:11]([C:14](=[O:45])[CH:15]([N:22]2[C:26]3[CH:27]=[C:28]([C:31]#[N:32])[CH:29]=[CH:30][C:25]=3[N:24]([S:33]([C:36]3[CH:41]=[CH:40][C:39]([O:42][CH3:43])=[CH:38][CH:37]=3)(=[O:35])=[O:34])[C:23]2=[O:44])[C:16]2[CH:21]=[CH:20][CH:19]=[CH:18][CH:17]=2)[CH2:10][CH2:9]1)(C)(C)C.FC(F)(F)C(O)=O. (7) Given the product [O:26]1[C:3]2[C:4]([NH:8][C:9]3[CH:14]=[CH:13][N:12]=[C:11]([NH:15][C:16]4[CH:21]=[CH:20][CH:19]=[C:18]([S:22]([CH3:25])(=[O:23])=[O:24])[CH:17]=4)[N:10]=3)=[CH:5][CH:6]=[CH:7][C:2]=2[N:1]=[CH:27]1, predict the reactants needed to synthesize it. The reactants are: [NH2:1][C:2]1[CH:7]=[CH:6][CH:5]=[C:4]([NH:8][C:9]2[CH:14]=[CH:13][N:12]=[C:11]([NH:15][C:16]3[CH:21]=[CH:20][CH:19]=[C:18]([S:22]([CH3:25])(=[O:24])=[O:23])[CH:17]=3)[N:10]=2)[C:3]=1[OH:26].[CH3:27]OC(OC)OC.C1(C)C=CC(S(O)(=O)=O)=CC=1. (8) Given the product [Br:1][C:2]1[CH:7]=[CH:6][C:5]([O:8][CH2:9][CH3:10])=[CH:4][C:3]=1[CH2:11][CH:12]([NH2:23])[CH2:13][CH3:14], predict the reactants needed to synthesize it. The reactants are: [Br:1][C:2]1[CH:7]=[CH:6][C:5]([O:8][CH2:9][CH3:10])=[CH:4][C:3]=1[CH2:11][C:12](=O)[CH2:13][CH3:14].C([O-])(=O)C.[NH4+].[BH3-]C#[N:23].[Na+]. (9) Given the product [C:3]([NH:8][CH2:9][CH2:10][CH2:11][CH2:12][CH2:13][CH2:14][CH2:15][CH2:16][CH2:17][CH2:18][C:19]([O-:21])=[O:20])(=[O:7])[C:4]([CH3:6])=[CH2:5].[Na+:22].[C:23]([NH:27][C:28]([CH3:35])([CH3:34])[CH2:29][S:30]([OH:33])(=[O:31])=[O:32])(=[O:26])[CH:24]=[CH2:25], predict the reactants needed to synthesize it. The reactants are: CO.[C:3]([NH:8][CH2:9][CH2:10][CH2:11][CH2:12][CH2:13][CH2:14][CH2:15][CH2:16][CH2:17][CH2:18][C:19]([O-:21])=[O:20])(=[O:7])[C:4]([CH3:6])=[CH2:5].[Na+:22].[C:23]([NH:27][C:28]([CH3:35])([CH3:34])[CH2:29][S:30]([OH:33])(=[O:32])=[O:31])(=[O:26])[CH:24]=[CH2:25].[OH-].[Na+]. (10) Given the product [CH2:1]([C:3]1[N:4]=[CH:5][S:6][C:7]=1[CH2:8][S:9][C:10]1[N:15]=[C:14]([O:16][CH3:21])[CH:13]=[C:12]([C:17]([F:20])([F:19])[F:18])[N:11]=1)[CH3:2], predict the reactants needed to synthesize it. The reactants are: [CH2:1]([C:3]1[N:4]=[CH:5][S:6][C:7]=1[CH2:8][S:9][C:10]1[N:15]=[C:14]([OH:16])[CH:13]=[C:12]([C:17]([F:20])([F:19])[F:18])[N:11]=1)[CH3:2].[CH3:21][O-].[Na+].IC.